From a dataset of Full USPTO retrosynthesis dataset with 1.9M reactions from patents (1976-2016). Predict the reactants needed to synthesize the given product. (1) Given the product [CH2:12]([O:11][C:9]([C:3]1([F:2])[CH2:4][CH2:5][N:6]([C:15]2[N:20]=[CH:19][C:18]([B:21]([OH:23])[OH:22])=[CH:17][N:16]=2)[CH2:7][CH2:8]1)=[O:10])[CH3:13], predict the reactants needed to synthesize it. The reactants are: Cl.[F:2][C:3]1([C:9]([O:11][CH2:12][CH3:13])=[O:10])[CH2:8][CH2:7][NH:6][CH2:5][CH2:4]1.Cl[C:15]1[N:20]=[CH:19][C:18]([B:21]([OH:23])[OH:22])=[CH:17][N:16]=1.O.O.O.O.O.O.O.O.O.O.C(=O)([O-])[O-].[Na+].[Na+]. (2) Given the product [C:35]([O:39][C:41]([C:7]1[CH2:12][CH2:11][CH:10]([C:13]2[CH:23]=[CH:22][C:16]([C:17]([O:19][CH2:20][CH3:21])=[O:18])=[CH:15][CH:14]=2)[CH2:9][CH:8]=1)=[O:40])([CH3:38])([CH3:37])[CH3:36], predict the reactants needed to synthesize it. The reactants are: FC(F)(F)S(O[C:7]1[CH2:12][CH2:11][CH:10]([C:13]2[CH:23]=[CH:22][C:16]([C:17]([O:19][CH2:20][CH3:21])=[O:18])=[CH:15][CH:14]=2)[CH2:9][CH:8]=1)(=O)=O.CCN(C(C)C)C(C)C.[C:35]([OH:39])([CH3:38])([CH3:37])[CH3:36].[O:40]1CCOC[CH2:41]1. (3) Given the product [CH3:9][N:10]([C:11]1[CH:16]=[CH:15][CH:14]=[CH:13][CH:12]=1)[C:2]1[CH:3]=[C:4]([OH:8])[CH:5]=[CH:6][CH:7]=1, predict the reactants needed to synthesize it. The reactants are: Br[C:2]1[CH:3]=[C:4]([OH:8])[CH:5]=[CH:6][CH:7]=1.[CH3:9][NH:10][C:11]1[CH:16]=[CH:15][CH:14]=[CH:13][CH:12]=1. (4) Given the product [Cl:1][C:2]1[CH:7]=[CH:6][C:5]([N:8]2[C:13](=[O:14])[C:12]3[CH:15]=[N:16][N:17]([C:18]4[CH:23]=[CH:22][CH:21]=[CH:20][CH:19]=4)[C:11]=3[N:10]=[C:9]2[C:24]2[CH:29]=[CH:28][C:27]([C:30]3[O:36][N:33]=[CH:32][CH:31]=3)=[CH:26][CH:25]=2)=[CH:4][CH:3]=1, predict the reactants needed to synthesize it. The reactants are: [Cl:1][C:2]1[CH:7]=[CH:6][C:5]([N:8]2[C:13](=[O:14])[C:12]3[CH:15]=[N:16][N:17]([C:18]4[CH:23]=[CH:22][CH:21]=[CH:20][CH:19]=4)[C:11]=3[N:10]=[C:9]2[C:24]2[CH:29]=[CH:28][C:27]([C:30](=[O:36])[CH:31]=[CH:32][N:33](C)C)=[CH:26][CH:25]=2)=[CH:4][CH:3]=1.NO.Cl. (5) Given the product [C:18]([NH:17][C:12]1[C:11](/[CH:22]=[CH:23]/[C:24]2[CH:29]=[C:28]([C:30]([CH3:33])([CH3:32])[CH3:31])[N:27]=[CH:26][N:25]=2)=[CH:10][C:9]2[C:14](=[CH:15][CH:16]=[C:7]([C:9]3[CH:8]=[CH:7][CH:16]=[CH:15][C:1]=3[CH3:2])[CH:8]=2)[N:13]=1)([CH3:21])([CH3:20])[CH3:19], predict the reactants needed to synthesize it. The reactants are: [C:1]([O-])(=O)[CH3:2].[K+].Br[C:7]1[CH:8]=[C:9]2[C:14](=[CH:15][CH:16]=1)[N:13]=[C:12]([NH:17][C:18]([CH3:21])([CH3:20])[CH3:19])[C:11](/[CH:22]=[CH:23]/[C:24]1[CH:29]=[C:28]([C:30]([CH3:33])([CH3:32])[CH3:31])[N:27]=[CH:26][N:25]=1)=[CH:10]2. (6) Given the product [Cl:15][C:16]1[CH:17]=[C:18]([NH:19][C:10](=[O:12])[CH2:9][C:6]2[CH:5]=[CH:4][C:3]([C:2]([F:1])([F:14])[F:13])=[CH:8][CH:7]=2)[CH:20]=[CH:21][C:22]=1[Cl:23], predict the reactants needed to synthesize it. The reactants are: [F:1][C:2]([F:14])([F:13])[C:3]1[CH:8]=[CH:7][C:6]([CH2:9][C:10]([OH:12])=O)=[CH:5][CH:4]=1.[Cl:15][C:16]1[CH:17]=[C:18]([CH:20]=[CH:21][C:22]=1[Cl:23])[NH2:19]. (7) The reactants are: [C:1]([O:5][C:6]1[CH:11]=[CH:10][C:9]([CH2:12][C@H:13]([NH:37]C(=O)OCC2C3C=CC=CC=3C3C2=CC=CC=3)[C:14]([N:16]([C@@H:28]([CH3:36])[CH:29]([O:33][CH2:34][CH3:35])[O:30][CH2:31][CH3:32])[CH2:17][C:18]2[C:27]3[C:22](=[CH:23][CH:24]=[CH:25][CH:26]=3)[CH:21]=[CH:20][CH:19]=2)=[O:15])=[CH:8][CH:7]=1)([CH3:4])([CH3:3])[CH3:2].N1CCCCC1. Given the product [NH2:37][C@@H:13]([CH2:12][C:9]1[CH:10]=[CH:11][C:6]([O:5][C:1]([CH3:4])([CH3:3])[CH3:2])=[CH:7][CH:8]=1)[C:14]([N:16]([C@@H:28]([CH3:36])[CH:29]([O:33][CH2:34][CH3:35])[O:30][CH2:31][CH3:32])[CH2:17][C:18]1[C:27]2[C:22](=[CH:23][CH:24]=[CH:25][CH:26]=2)[CH:21]=[CH:20][CH:19]=1)=[O:15], predict the reactants needed to synthesize it.